Task: Regression. Given two drug SMILES strings and cell line genomic features, predict the synergy score measuring deviation from expected non-interaction effect.. Dataset: NCI-60 drug combinations with 297,098 pairs across 59 cell lines (1) Drug 1: CC(C)NC(=O)C1=CC=C(C=C1)CNNC.Cl. Drug 2: COCCOC1=C(C=C2C(=C1)C(=NC=N2)NC3=CC=CC(=C3)C#C)OCCOC.Cl. Cell line: M14. Synergy scores: CSS=2.93, Synergy_ZIP=3.99, Synergy_Bliss=-0.744, Synergy_Loewe=2.53, Synergy_HSA=0.769. (2) Drug 1: CNC(=O)C1=CC=CC=C1SC2=CC3=C(C=C2)C(=NN3)C=CC4=CC=CC=N4. Drug 2: C1=NC2=C(N1)C(=S)N=C(N2)N. Cell line: DU-145. Synergy scores: CSS=39.9, Synergy_ZIP=3.47, Synergy_Bliss=5.26, Synergy_Loewe=-2.08, Synergy_HSA=3.74. (3) Drug 1: CC1=C2C(C(=O)C3(C(CC4C(C3C(C(C2(C)C)(CC1OC(=O)C(C(C5=CC=CC=C5)NC(=O)OC(C)(C)C)O)O)OC(=O)C6=CC=CC=C6)(CO4)OC(=O)C)O)C)O. Drug 2: CC12CCC3C(C1CCC2OP(=O)(O)O)CCC4=C3C=CC(=C4)OC(=O)N(CCCl)CCCl.[Na+]. Cell line: OVCAR-8. Synergy scores: CSS=43.8, Synergy_ZIP=12.5, Synergy_Bliss=12.8, Synergy_Loewe=-1.81, Synergy_HSA=14.1. (4) Drug 1: COC1=NC(=NC2=C1N=CN2C3C(C(C(O3)CO)O)O)N. Drug 2: C1CC(=O)NC(=O)C1N2C(=O)C3=CC=CC=C3C2=O. Cell line: TK-10. Synergy scores: CSS=5.19, Synergy_ZIP=-0.344, Synergy_Bliss=2.96, Synergy_Loewe=3.51, Synergy_HSA=2.19. (5) Drug 1: CCC1=C2CN3C(=CC4=C(C3=O)COC(=O)C4(CC)O)C2=NC5=C1C=C(C=C5)O. Drug 2: C1=NC(=NC(=O)N1C2C(C(C(O2)CO)O)O)N. Cell line: SF-539. Synergy scores: CSS=54.8, Synergy_ZIP=-8.96, Synergy_Bliss=-12.0, Synergy_Loewe=-12.6, Synergy_HSA=-8.65. (6) Drug 1: COC1=C(C=C2C(=C1)N=CN=C2NC3=CC(=C(C=C3)F)Cl)OCCCN4CCOCC4. Drug 2: CC(CN1CC(=O)NC(=O)C1)N2CC(=O)NC(=O)C2. Cell line: NCI-H226. Synergy scores: CSS=33.0, Synergy_ZIP=-5.65, Synergy_Bliss=4.13, Synergy_Loewe=-20.2, Synergy_HSA=7.12.